From a dataset of Full USPTO retrosynthesis dataset with 1.9M reactions from patents (1976-2016). Predict the reactants needed to synthesize the given product. (1) Given the product [CH:1]1([CH:4]([C:11]2[CH:16]=[CH:15][CH:14]=[C:13]([CH2:17][N:18]([C:19]3[CH:24]=[CH:23][C:22]([C:25]4[CH:30]=[C:29]([O:31][CH3:32])[CH:28]=[CH:27][C:26]=4[F:33])=[C:21]([CH2:34][C:35]([CH3:37])([CH3:36])[CH3:38])[CH:20]=3)[CH3:41])[CH:12]=2)[CH2:5][C:6]([O:8][CH2:9][CH3:10])=[O:7])[CH2:3][CH2:2]1, predict the reactants needed to synthesize it. The reactants are: [CH:1]1([CH:4]([C:11]2[CH:16]=[CH:15][CH:14]=[C:13]([CH2:17][NH:18][C:19]3[CH:24]=[CH:23][C:22]([C:25]4[CH:30]=[C:29]([O:31][CH3:32])[CH:28]=[CH:27][C:26]=4[F:33])=[C:21]([CH2:34][C:35]([CH3:38])([CH3:37])[CH3:36])[CH:20]=3)[CH:12]=2)[CH2:5][C:6]([O:8][CH2:9][CH3:10])=[O:7])[CH2:3][CH2:2]1.C=O.[C:41](O[BH-](OC(=O)C)OC(=O)C)(=O)C.[Na+].C(=O)([O-])O.[Na+]. (2) Given the product [C:1]([O:5][C:6](=[O:24])[NH:7][C:8]1[CH:13]=[C:12]([O:14][CH2:15][CH2:16][O:17][CH3:18])[C:11]([C:19]([F:22])([F:21])[F:20])=[CH:10][C:9]=1[NH:23][C:30](=[O:29])[CH2:31][C:32](=[O:45])[C:33]1[CH:38]=[CH:37][CH:36]=[C:35]([C:39]2[CH:40]=[N:41][CH:42]=[CH:43][CH:44]=2)[CH:34]=1)([CH3:4])([CH3:2])[CH3:3], predict the reactants needed to synthesize it. The reactants are: [C:1]([O:5][C:6](=[O:24])[NH:7][C:8]1[CH:13]=[C:12]([O:14][CH2:15][CH2:16][O:17][CH3:18])[C:11]([C:19]([F:22])([F:21])[F:20])=[CH:10][C:9]=1[NH2:23])([CH3:4])([CH3:3])[CH3:2].C([O:29][C:30](=O)[CH2:31][C:32](=[O:45])[C:33]1[CH:38]=[CH:37][CH:36]=[C:35]([C:39]2[CH:40]=[N:41][CH:42]=[CH:43][CH:44]=2)[CH:34]=1)(C)(C)C. (3) Given the product [NH2:36][C:37]1([C:41]2[CH:46]=[CH:45][C:44]([C:47]3[C:48](=[O:67])[C:49]4[C:50]([O:59][C:60]=3[C:61]3[CH:62]=[CH:63][CH:64]=[CH:65][CH:66]=3)=[C:51]([O:55][CH:56]([F:57])[F:58])[N:52]=[CH:53][CH:54]=4)=[CH:43][CH:42]=2)[CH2:40][CH2:39][CH2:38]1, predict the reactants needed to synthesize it. The reactants are: NC1(C2C=CC(C3C(=O)C4C(=CC=C(F)C=4)OC=3C3C=CC=CC=3)=CC=2)CCC1.C(OC(=O)[NH:36][C:37]1([C:41]2[CH:46]=[CH:45][C:44]([C:47]3[C:48](=[O:67])[C:49]4[C:50]([O:59][C:60]=3[C:61]3[CH:66]=[CH:65][CH:64]=[CH:63][CH:62]=3)=[C:51]([O:55][CH:56]([F:58])[F:57])[N:52]=[CH:53][CH:54]=4)=[CH:43][CH:42]=2)[CH2:40][CH2:39][CH2:38]1)(C)(C)C. (4) Given the product [CH3:1][O:2][C:3]([C@@H:5]1[C@@H:11]([C:12]2[CH:17]=[CH:16][C:15]([O:18][CH2:19][CH2:20][O:21][C:22]3[C:23]([Cl:30])=[CH:24][C:25]([CH3:29])=[CH:26][C:27]=3[Cl:28])=[CH:14][CH:13]=2)[CH2:10][C@H:9]2[N:31]([C:32]([O:34][C:35]([CH3:38])([CH3:37])[CH3:36])=[O:33])[C@@H:6]1[CH2:7][CH2:8]2)=[O:4], predict the reactants needed to synthesize it. The reactants are: [CH3:1][O:2][C:3]([C:5]1[C@@H:6]2[N:31]([C:32]([O:34][C:35]([CH3:38])([CH3:37])[CH3:36])=[O:33])[C@H:9]([CH2:10][C:11]=1[C:12]1[CH:17]=[CH:16][C:15]([O:18][CH2:19][CH2:20][O:21][C:22]3[C:27]([Cl:28])=[CH:26][C:25]([CH3:29])=[CH:24][C:23]=3[Cl:30])=[CH:14][CH:13]=1)[CH2:8][CH2:7]2)=[O:4]. (5) The reactants are: Br[C:2]1[CH:3]=[C:4]([CH:21]=[C:22]([O:24][CH2:25][C:26]([F:29])([F:28])[F:27])[CH:23]=1)[CH2:5][O:6][C:7]1[CH:12]=[CH:11][CH:10]=[CH:9][C:8]=1[CH2:13][C:14]([O:16][C:17]([CH3:20])([CH3:19])[CH3:18])=[O:15].[C:30]([O:34][C:35]([NH:37][C@@H:38]([C:40]1[C:41]([F:69])=[C:42](C2C=C(O)C=C(COC3C=CC=CC=3CC(OC(C)(C)C)=O)C=2)[CH:43]=[CH:44][CH:45]=1)[CH3:39])=[O:36])([CH3:33])([CH3:32])[CH3:31]. Given the product [C:30]([O:34][C:35]([NH:37][C@@H:38]([C:40]1[C:41]([F:69])=[C:42]([C:2]2[CH:23]=[C:22]([O:24][CH2:25][C:26]([F:27])([F:28])[F:29])[CH:21]=[C:4]([CH2:5][O:6][C:7]3[CH:12]=[CH:11][CH:10]=[CH:9][C:8]=3[CH2:13][C:14]([O:16][C:17]([CH3:20])([CH3:19])[CH3:18])=[O:15])[CH:3]=2)[CH:43]=[CH:44][CH:45]=1)[CH3:39])=[O:36])([CH3:31])([CH3:32])[CH3:33], predict the reactants needed to synthesize it. (6) The reactants are: [Cl-].O[NH3+:3].[C:4](=[O:7])([O-])[OH:5].[Na+].CS(C)=O.[CH2:13]([O:17][C:18]1[CH:23]=[CH:22][C:21]([N:24]2[C:29](=[O:30])[C:28]([CH2:31][C:32]3[CH:37]=[CH:36][C:35]([C:38]4[C:39]([C:44]#[N:45])=[CH:40][CH:41]=[CH:42][CH:43]=4)=[CH:34][CH:33]=3)=[C:27]([CH2:46][CH2:47][CH3:48])[N:26]=[C:25]2[CH3:49])=[CH:20][CH:19]=1)[CH:14]([CH3:16])[CH3:15]. Given the product [CH2:13]([O:17][C:18]1[CH:19]=[CH:20][C:21]([N:24]2[C:29](=[O:30])[C:28]([CH2:31][C:32]3[CH:33]=[CH:34][C:35]([C:38]4[CH:43]=[CH:42][CH:41]=[CH:40][C:39]=4[C:44]4[NH:3][C:4](=[O:7])[O:5][N:45]=4)=[CH:36][CH:37]=3)=[C:27]([CH2:46][CH2:47][CH3:48])[N:26]=[C:25]2[CH3:49])=[CH:22][CH:23]=1)[CH:14]([CH3:16])[CH3:15], predict the reactants needed to synthesize it. (7) Given the product [F:32][C:30]1[CH:31]=[C:26]([CH:22]2[C:21]3[N:18]=[C:16]([NH:15][C:5]4[CH:6]=[CH:7][C:8]([N:9]5[CH:13]=[C:12]([CH3:14])[N:11]=[CH:10]5)=[C:3]([O:2][CH3:1])[CH:4]=4)[S:17][C:20]=3[CH2:25][CH2:24][CH2:23]2)[CH:27]=[C:28]([F:33])[CH:29]=1, predict the reactants needed to synthesize it. The reactants are: [CH3:1][O:2][C:3]1[CH:4]=[C:5]([NH:15][C:16]([NH2:18])=[S:17])[CH:6]=[CH:7][C:8]=1[N:9]1[CH:13]=[C:12]([CH3:14])[N:11]=[CH:10]1.Br[CH:20]1[CH2:25][CH2:24][CH2:23][CH:22]([C:26]2[CH:31]=[C:30]([F:32])[CH:29]=[C:28]([F:33])[CH:27]=2)[C:21]1=O. (8) Given the product [F:27][C:24]1[CH:23]=[CH:22][C:21]([C:19]2[CH2:18][N:10]3[C:11]4[CH:12]=[CH:13][C:14]([CH3:17])=[CH:15][C:16]=4[C:8]4[CH2:7][N:6]([CH3:28])[CH2:5][C:4]([CH3:1])([CH2:29][CH:20]=2)[C:9]3=4)=[CH:26][CH:25]=1, predict the reactants needed to synthesize it. The reactants are: [CH2:1]([C:4]1([CH3:29])[C:9]2[N:10]([CH2:18][C:19]([C:21]3[CH:26]=[CH:25][C:24]([F:27])=[CH:23][CH:22]=3)=[CH2:20])[C:11]3[CH:12]=[CH:13][C:14]([CH3:17])=[CH:15][C:16]=3[C:8]=2[CH2:7][N:6]([CH3:28])[CH2:5]1)C=C. (9) Given the product [C:1]([C:5]1[N:10]=[C:9]([NH:11][CH2:12][CH2:13][CH2:14][O:15][CH3:16])[C:8]([C:17]([N:19]([C@H:20]2[CH2:25][C@@H:24]([C:26]([N:28]3[CH2:37][CH2:36][C:31]4([O:35][CH2:34][CH2:33][O:32]4)[CH2:30][CH2:29]3)=[O:27])[CH2:23][NH:22][CH2:21]2)[CH2:45][CH:46]([CH3:48])[CH3:47])=[O:18])=[CH:7][N:6]=1)([CH3:3])([CH3:4])[CH3:2], predict the reactants needed to synthesize it. The reactants are: [C:1]([C:5]1[N:10]=[C:9]([NH:11][CH2:12][CH2:13][CH2:14][O:15][CH3:16])[C:8]([C:17]([N:19]([CH2:45][CH:46]([CH3:48])[CH3:47])[C@H:20]2[CH2:25][C@@H:24]([C:26]([N:28]3[CH2:37][CH2:36][C:31]4([O:35][CH2:34][CH2:33][O:32]4)[CH2:30][CH2:29]3)=[O:27])[CH2:23][N:22](C(OC(C)(C)C)=O)[CH2:21]2)=[O:18])=[CH:7][N:6]=1)([CH3:4])([CH3:3])[CH3:2].C(O)(C(F)(F)F)=O.C(=O)([O-])[O-].[K+].[K+]. (10) Given the product [C:22]1([C:34]2[C:35](=[O:36])[NH:37][C:3](=[O:21])[C:4]=2[C:6]2[C:14]3[C:9](=[CH:10][C:11]([C:15]4[CH:16]=[N:17][CH:18]=[CH:19][CH:20]=4)=[CH:12][CH:13]=3)[NH:8][CH:7]=2)[C:32]2=[C:33]3[C:28](=[CH:29][CH:30]=[CH:31]2)[CH2:27][CH2:26][CH2:25][N:24]3[CH:23]=1, predict the reactants needed to synthesize it. The reactants are: CO[C:3](=[O:21])[C:4]([C:6]1[C:14]2[C:9](=[CH:10][C:11]([C:15]3[CH:16]=[N:17][CH:18]=[CH:19][CH:20]=3)=[CH:12][CH:13]=2)[NH:8][CH:7]=1)=O.[C:22]1([CH2:34][C:35]([NH2:37])=[O:36])[C:32]2=[C:33]3[C:28](=[CH:29][CH:30]=[CH:31]2)[CH2:27][CH2:26][CH2:25][N:24]3[CH:23]=1.